From a dataset of Reaction yield outcomes from USPTO patents with 853,638 reactions. Predict the reaction yield, written as a fraction of the theoretical maximum amount of product (1.0 means a 100% yield; for example, 0.34 means a 34% yield). (1) The reactants are [ClH:1].[NH2:2][C:3]1[N:8]=[C:7]([NH:9][C:10]2[CH:15]=[CH:14][C:13]([NH:16]C(=O)C)=[CH:12][CH:11]=2)[CH:6]=[C:5]([CH3:20])[N:4]=1. The product is [ClH:1].[NH2:16][C:13]1[CH:12]=[CH:11][C:10]([NH:9][C:7]2[CH:6]=[C:5]([CH3:20])[N:4]=[C:3]([NH2:2])[N:8]=2)=[CH:15][CH:14]=1. The catalyst is Cl. The yield is 0.970. (2) The reactants are [CH3:1][C:2]1([CH3:13])[NH:7][C:6](=[O:8])[C:5]2[CH:9]=[CH:10][CH:11]=[CH:12][C:4]=2[O:3]1.C(=O)([O-])[O-].[K+].[K+].[CH2:20]([O:22][CH:23]([CH2:29][C:30]1[CH:35]=[CH:34][C:33]([O:36][CH2:37][CH2:38]Br)=[CH:32][CH:31]=1)[C:24]([O:26][CH2:27][CH3:28])=[O:25])[CH3:21]. The catalyst is CN(C=O)C.O. The product is [CH2:20]([O:22][CH:23]([CH2:29][C:30]1[CH:31]=[CH:32][C:33]([O:36][CH2:37][CH2:38][N:7]2[C:6](=[O:8])[C:5]3[CH:9]=[CH:10][CH:11]=[CH:12][C:4]=3[O:3][C:2]2([CH3:13])[CH3:1])=[CH:34][CH:35]=1)[C:24]([O:26][CH2:27][CH3:28])=[O:25])[CH3:21]. The yield is 0.450. (3) The reactants are [Br:1][C:2]1[CH:6]=[C:5]([N:7]2[CH2:12][CH2:11][O:10][CH2:9][CH2:8]2)[S:4][C:3]=1[C:13]([O:15][CH2:16][CH3:17])=[O:14].CN(C=O)C.[Br:23]N1C(=O)CCC1=O.CCOC(C)=O. The catalyst is CCCCCC. The product is [Br:1][C:2]1[C:6]([Br:23])=[C:5]([N:7]2[CH2:12][CH2:11][O:10][CH2:9][CH2:8]2)[S:4][C:3]=1[C:13]([O:15][CH2:16][CH3:17])=[O:14]. The yield is 0.690.